From a dataset of Reaction yield outcomes from USPTO patents with 853,638 reactions. Predict the reaction yield, written as a fraction of the theoretical maximum amount of product (1.0 means a 100% yield; for example, 0.34 means a 34% yield). (1) The reactants are [CH2:1]([C:3]1[N:11]=[C:10]([O:12][CH3:13])[C:9]([NH:14][C:15]([N:17]2[CH2:22][CH2:21][N:20]([C:23]3[CH:28]=[CH:27][CH:26]=[CH:25][CH:24]=3)[CH2:19][CH2:18]2)=[O:16])=[CH:8][C:4]=1[C:5](O)=[O:6])[CH3:2].C1C=CC2N([OH:38])N=NC=2C=1.[CH:39]1[C:52]2[C:43](=[N:44][C:45]3[C:50]([C:51]=2[NH:53][C:54]2[CH:55]=[C:56]([CH2:61]O)C=C(N)[CH:59]=2)=[CH:49][CH:48]=[CH:47][CH:46]=3)[CH:42]=[CH:41][CH:40]=1.C[N:64]([CH:66]=O)[CH3:65]. No catalyst specified. The product is [CH:49]1[C:50]2[C:45](=[N:44][C:43]3[C:52]([C:51]=2[NH:53][C:54]2[CH:59]=[C:66]([N:64]([CH3:65])[C:5]([C:4]4[CH:8]=[C:9]([NH:14][C:15]([N:17]5[CH2:18][CH2:19][N:20]([C:23]6[CH:28]=[CH:27][CH:26]=[CH:25][CH:24]=6)[CH2:21][CH2:22]5)=[O:16])[C:10]([O:12][CH3:13])=[N:11][C:3]=4[CH2:1][CH3:2])=[O:6])[CH:61]=[C:56]([OH:38])[CH:55]=2)=[CH:39][CH:40]=[CH:41][CH:42]=3)[CH:46]=[CH:47][CH:48]=1. The yield is 0.732. (2) The catalyst is CN(C)C=O. The reactants are [SH:1][C:2]1[CH:9]=[C:8]([C:10]2[C:11]([C:15]([F:18])([F:17])[F:16])=[N:12][NH:13][CH:14]=2)[CH:7]=[CH:6][C:3]=1[C:4]#[N:5].[CH:19]1([CH2:23]Br)[CH2:22][CH2:21][CH2:20]1.C(=O)([O-])[O-].[K+].[K+].O. The yield is 0.212. The product is [CH:19]1([CH2:23][S:1][C:2]2[CH:9]=[C:8]([C:10]3[C:11]([C:15]([F:16])([F:18])[F:17])=[N:12][NH:13][CH:14]=3)[CH:7]=[CH:6][C:3]=2[C:4]#[N:5])[CH2:22][CH2:21][CH2:20]1. (3) The reactants are [Cl:1][CH2:2][C:3](=[O:11])[CH2:4][C:5]([O:7][CH:8]([CH3:10])[CH3:9])=[O:6].C(OCC)(OCC)O[CH2:14][CH3:15].O=P12OP3(OP(OP(O3)(O1)=O)(=O)O2)=O. The catalyst is S(=O)(=O)(O)O.C(Cl)(Cl)Cl. The product is [Cl:1][CH2:2]/[C:3](/[O:11][CH2:14][CH3:15])=[CH:4]\[C:5]([O:7][CH:8]([CH3:9])[CH3:10])=[O:6]. The yield is 0.690. (4) The reactants are [Cl:1][C:2]1[CH:3]=[C:4]([CH:8]=[CH:9][C:10]=1[O:11][CH2:12][CH2:13][CH3:14])[C:5]([OH:7])=O.O[NH:16][C:17](=[NH:29])[C:18]1[CH:23]=[CH:22][C:21]([O:24][CH:25]([CH3:27])[CH3:26])=[C:20]([I:28])[CH:19]=1.C(Cl)CCl.CCCC[N+](CCCC)(CCCC)CCCC.[F-]. The catalyst is CN(C=O)C.C1COCC1.O. The product is [Cl:1][C:2]1[CH:3]=[C:4]([C:5]2[O:7][N:16]=[C:17]([C:18]3[CH:23]=[CH:22][C:21]([O:24][CH:25]([CH3:26])[CH3:27])=[C:20]([I:28])[CH:19]=3)[N:29]=2)[CH:8]=[CH:9][C:10]=1[O:11][CH2:12][CH2:13][CH3:14]. The yield is 0.474. (5) The reactants are [NH2:1][C:2]1[S:3][C:4]2[CH:10]=[C:9]([O:11][S:12]([C:15]3[CH:20]=[CH:19][C:18]([F:21])=[CH:17][CH:16]=3)(=[O:14])=[O:13])[CH:8]=[CH:7][C:5]=2[N:6]=1.[C:22](O)(=[O:26])[CH2:23][CH2:24][CH3:25].CN(C(ON1N=NC2C=CC=NC1=2)=[N+](C)C)C.F[P-](F)(F)(F)(F)F.C(N(CC)C(C)C)(C)C. The catalyst is CN(C)C=O. The product is [C:22]([NH:1][C:2]1[S:3][C:4]2[CH:10]=[C:9]([O:11][S:12]([C:15]3[CH:20]=[CH:19][C:18]([F:21])=[CH:17][CH:16]=3)(=[O:13])=[O:14])[CH:8]=[CH:7][C:5]=2[N:6]=1)(=[O:26])[CH2:23][CH2:24][CH3:25]. The yield is 0.550. (6) The product is [CH3:18][O:11][C:10](=[O:12])[CH2:9][C:6]1[CH:5]=[CH:4][C:3]([S:2][CH3:1])=[CH:8][CH:7]=1. The yield is 0.920. The reactants are [CH3:1][S:2][C:3]1[CH:8]=[CH:7][C:6]([CH2:9][C:10]([OH:12])=[O:11])=[CH:5][CH:4]=1.S(=O)(=O)(O)O.[CH3:18]O. No catalyst specified. (7) The reactants are [F:1][C:2]1[CH:7]=[CH:6][C:5]([OH:8])=[C:4]([CH2:9][OH:10])[CH:3]=1.[Br:11][C:12]1[CH:17]=[CH:16][C:15]([C:18](Br)([F:20])[F:19])=[CH:14][CH:13]=1.C(=O)([O-])[O-].[K+].[K+]. The catalyst is CC(O)C. The product is [Br:11][C:12]1[CH:17]=[CH:16][C:15]([C:18]([F:20])([F:19])[O:8][C:5]2[CH:6]=[CH:7][C:2]([F:1])=[CH:3][C:4]=2[CH2:9][OH:10])=[CH:14][CH:13]=1. The yield is 0.350.